This data is from Catalyst prediction with 721,799 reactions and 888 catalyst types from USPTO. The task is: Predict which catalyst facilitates the given reaction. Reactant: Cl[C:2]1[CH:7]=[C:6](/[CH:8]=[CH:9]/[CH:10]([C:15]2[CH:20]=[C:19]([Cl:21])[CH:18]=[C:17]([Cl:22])[CH:16]=2)[C:11]([F:14])([F:13])[F:12])[CH:5]=[CH:4][C:3]=1[CH2:23][NH2:24].[C:25](OC(=O)C)(=[O:27])[CH3:26]. Product: [Cl:22][C:17]1[CH:16]=[C:15]([CH:10]([C:11]([F:14])([F:12])[F:13])/[CH:9]=[CH:8]/[C:6]2[CH:7]=[CH:2][C:3]([CH2:23][NH:24][C:25](=[O:27])[CH3:26])=[CH:4][CH:5]=2)[CH:20]=[C:19]([Cl:21])[CH:18]=1. The catalyst class is: 34.